Dataset: Forward reaction prediction with 1.9M reactions from USPTO patents (1976-2016). Task: Predict the product of the given reaction. (1) Given the reactants [NH2:1][C:2]1[CH:3]=[C:4]2[C:8](=[CH:9][C:10]=1[N+:11]([O-:13])=[O:12])[C:7](=[O:14])[NH:6][C:5]2=[O:15].N[CH:17]1[CH2:22][CH2:21][N:20]([C:23]([O:25][C:26]([CH3:29])([CH3:28])[CH3:27])=[O:24])[CH2:19][CH2:18]1.N1C=CN=C1, predict the reaction product. The product is: [C:26]([O:25][C:23]([N:20]1[CH2:21][CH2:22][CH:17]([N:6]2[C:5](=[O:15])[C:4]3[C:8](=[CH:9][C:10]([N+:11]([O-:13])=[O:12])=[C:2]([NH2:1])[CH:3]=3)[C:7]2=[O:14])[CH2:18][CH2:19]1)=[O:24])([CH3:29])([CH3:27])[CH3:28]. (2) Given the reactants Cl[C:2](Cl)=[C:3]([C:5]1[CH:10]=[CH:9][CH:8]=[CH:7][C:6]=1[NH2:11])[CH3:4].[C:13]1(B(O)O)[CH:18]=[CH:17][CH:16]=[CH:15][CH:14]=1.[O-]P([O-])([O-])=O.[K+].[K+].[K+].O, predict the reaction product. The product is: [C:13]1([C:2]2[NH:11][C:6]3[C:5]([C:3]=2[CH3:4])=[CH:10][CH:9]=[CH:8][CH:7]=3)[CH:18]=[CH:17][CH:16]=[CH:15][CH:14]=1. (3) Given the reactants [OH-].[Na+].C1COCC1.[Cl:8][C:9]1[CH:14]=[C:13]([NH:15][CH2:16][C:17]2[CH:22]=[CH:21][C:20]([C:23]([F:26])([F:25])[F:24])=[CH:19][C:18]=2[C:27]2[CH:32]=[CH:31][C:30]([C:33]([O:35]C)=[O:34])=[CH:29][CH:28]=2)[CH:12]=[CH:11][C:10]=1[C:37]1[CH:42]=[CH:41][C:40]([Cl:43])=[CH:39][C:38]=1[CH3:44], predict the reaction product. The product is: [Cl:8][C:9]1[CH:14]=[C:13]([NH:15][CH2:16][C:17]2[CH:22]=[CH:21][C:20]([C:23]([F:26])([F:25])[F:24])=[CH:19][C:18]=2[C:27]2[CH:28]=[CH:29][C:30]([C:33]([OH:35])=[O:34])=[CH:31][CH:32]=2)[CH:12]=[CH:11][C:10]=1[C:37]1[CH:42]=[CH:41][C:40]([Cl:43])=[CH:39][C:38]=1[CH3:44]. (4) Given the reactants [CH3:1][C:2]1[C:7]([NH:8][C:9](=[O:15])[O:10][C:11]([CH3:14])([CH3:13])[CH3:12])=[C:6]([CH3:16])[N:5]=[C:4]([O:17][CH2:18][C:19]([N:21]([CH3:28])[CH:22]2[CH2:27][CH2:26][NH:25][CH2:24][CH2:23]2)=[O:20])[N:3]=1.[C:29]1([S:35](Cl)(=[O:37])=[O:36])[CH:34]=[CH:33][CH:32]=[CH:31][CH:30]=1, predict the reaction product. The product is: [CH3:16][C:6]1[C:7]([NH:8][C:9](=[O:15])[O:10][C:11]([CH3:14])([CH3:12])[CH3:13])=[C:2]([CH3:1])[N:3]=[C:4]([O:17][CH2:18][C:19]([N:21]([CH3:28])[CH:22]2[CH2:23][CH2:24][N:25]([S:35]([C:29]3[CH:34]=[CH:33][CH:32]=[CH:31][CH:30]=3)(=[O:37])=[O:36])[CH2:26][CH2:27]2)=[O:20])[N:5]=1.